Dataset: Peptide-MHC class I binding affinity with 185,985 pairs from IEDB/IMGT. Task: Regression. Given a peptide amino acid sequence and an MHC pseudo amino acid sequence, predict their binding affinity value. This is MHC class I binding data. (1) The peptide sequence is MLAHAEETRK. The MHC is HLA-A31:01 with pseudo-sequence HLA-A31:01. The binding affinity (normalized) is 0.154. (2) The peptide sequence is IAQDNCTGL. The MHC is Mamu-A70103 with pseudo-sequence Mamu-A70103. The binding affinity (normalized) is 0. (3) The peptide sequence is TVSPSAPTY. The MHC is HLA-B15:01 with pseudo-sequence HLA-B15:01. The binding affinity (normalized) is 0.610. (4) The peptide sequence is EYKKSLYKF. The MHC is HLA-B35:01 with pseudo-sequence HLA-B35:01. The binding affinity (normalized) is 0.0847. (5) The peptide sequence is DANGVLKHSI. The MHC is H-2-Kb with pseudo-sequence H-2-Kb. The binding affinity (normalized) is 0.